From a dataset of Reaction yield outcomes from USPTO patents with 853,638 reactions. Predict the reaction yield, written as a fraction of the theoretical maximum amount of product (1.0 means a 100% yield; for example, 0.34 means a 34% yield). (1) The reactants are FC(F)(F)C(O)=O.C([O:12][C:13]([CH2:15][CH:16]([NH:31][C:32](=[O:46])[CH:33]([N:35]1[CH:44]=[CH:43][C:42]2[C:37](=[CH:38][CH:39]=[CH:40][CH:41]=2)[C:36]1=[O:45])[CH3:34])[C:17](=[O:30])[CH2:18][O:19][C:20](=[O:29])[C:21]1[C:26]([Cl:27])=[CH:25][CH:24]=[CH:23][C:22]=1[Cl:28])=[O:14])(C)(C)C. The catalyst is ClCCl. The product is [C:13]([CH2:15][CH:16]([NH:31][C:32](=[O:46])[CH:33]([N:35]1[CH:44]=[CH:43][C:42]2[C:37](=[CH:38][CH:39]=[CH:40][CH:41]=2)[C:36]1=[O:45])[CH3:34])[C:17](=[O:30])[CH2:18][O:19][C:20](=[O:29])[C:21]1[C:22]([Cl:28])=[CH:23][CH:24]=[CH:25][C:26]=1[Cl:27])([OH:14])=[O:12]. The yield is 0.160. (2) The reactants are [OH:1][CH:2]([CH2:6][C:7]([OH:9])=[O:8])[C:3]([OH:5])=[O:4].CS(O)(=O)=O.[CH2:15](O)[C:16]#[CH:17].O.[C:20]1(C)[CH:25]=CC=C[CH:21]=1. No catalyst specified. The product is [OH:1][CH:2]([CH2:6][C:7]([O:9][CH2:25][C:20]#[CH:21])=[O:8])[C:3]([O:5][CH2:15][C:16]#[CH:17])=[O:4]. The yield is 0.430.